This data is from NCI-60 drug combinations with 297,098 pairs across 59 cell lines. The task is: Regression. Given two drug SMILES strings and cell line genomic features, predict the synergy score measuring deviation from expected non-interaction effect. (1) Drug 1: COC1=C(C=C2C(=C1)N=CN=C2NC3=CC(=C(C=C3)F)Cl)OCCCN4CCOCC4. Drug 2: C1=NC2=C(N1)C(=S)N=CN2. Cell line: SW-620. Synergy scores: CSS=12.8, Synergy_ZIP=-6.81, Synergy_Bliss=-2.90, Synergy_Loewe=-2.32, Synergy_HSA=-2.03. (2) Drug 1: COC1=C(C=C2C(=C1)N=CN=C2NC3=CC(=C(C=C3)F)Cl)OCCCN4CCOCC4. Drug 2: CC12CCC3C(C1CCC2O)C(CC4=C3C=CC(=C4)O)CCCCCCCCCS(=O)CCCC(C(F)(F)F)(F)F. Cell line: K-562. Synergy scores: CSS=20.1, Synergy_ZIP=-6.08, Synergy_Bliss=2.23, Synergy_Loewe=1.89, Synergy_HSA=2.44. (3) Drug 1: CCN(CC)CCNC(=O)C1=C(NC(=C1C)C=C2C3=C(C=CC(=C3)F)NC2=O)C. Drug 2: CC1C(C(CC(O1)OC2CC(OC(C2O)C)OC3=CC4=CC5=C(C(=O)C(C(C5)C(C(=O)C(C(C)O)O)OC)OC6CC(C(C(O6)C)O)OC7CC(C(C(O7)C)O)OC8CC(C(C(O8)C)O)(C)O)C(=C4C(=C3C)O)O)O)O. Cell line: HCT116. Synergy scores: CSS=35.9, Synergy_ZIP=4.16, Synergy_Bliss=5.61, Synergy_Loewe=-17.3, Synergy_HSA=2.45. (4) Drug 1: COC1=CC(=CC(=C1O)OC)C2C3C(COC3=O)C(C4=CC5=C(C=C24)OCO5)OC6C(C(C7C(O6)COC(O7)C8=CC=CS8)O)O. Drug 2: C1CN(P(=O)(OC1)NCCCl)CCCl. Cell line: CCRF-CEM. Synergy scores: CSS=43.4, Synergy_ZIP=-3.37, Synergy_Bliss=-5.66, Synergy_Loewe=-48.6, Synergy_HSA=-4.76. (5) Drug 1: CCN(CC)CCNC(=O)C1=C(NC(=C1C)C=C2C3=C(C=CC(=C3)F)NC2=O)C. Drug 2: C1=NC2=C(N1)C(=S)N=CN2. Cell line: NCI-H522. Synergy scores: CSS=62.2, Synergy_ZIP=-3.15, Synergy_Bliss=0.366, Synergy_Loewe=1.82, Synergy_HSA=3.81. (6) Drug 1: CN1C(=O)N2C=NC(=C2N=N1)C(=O)N. Drug 2: CS(=O)(=O)CCNCC1=CC=C(O1)C2=CC3=C(C=C2)N=CN=C3NC4=CC(=C(C=C4)OCC5=CC(=CC=C5)F)Cl. Cell line: SF-295. Synergy scores: CSS=-1.60, Synergy_ZIP=1.39, Synergy_Bliss=1.51, Synergy_Loewe=-0.222, Synergy_HSA=-0.533.